Dataset: Catalyst prediction with 721,799 reactions and 888 catalyst types from USPTO. Task: Predict which catalyst facilitates the given reaction. (1) The catalyst class is: 11. Product: [Cl:9][C:6]1[CH:7]=[CH:8][C:3]([CH2:2][N:12]2[CH2:17][CH2:16][O:15][CH2:14][CH2:13]2)=[C:4]([O:10][CH3:11])[CH:5]=1. Reactant: Br[CH2:2][C:3]1[CH:8]=[CH:7][C:6]([Cl:9])=[CH:5][C:4]=1[O:10][CH3:11].[NH:12]1[CH2:17][CH2:16][O:15][CH2:14][CH2:13]1. (2) Reactant: [OH:1][C:2]1[CH:11]=[C:10]2[C:5]([C:6](=O)[CH:7]=[C:8]([C:12]([O:14][CH2:15][CH3:16])=[O:13])[O:9]2)=[CH:4][CH:3]=1.[H][H].CCCCCC. Product: [CH2:15]([O:14][C:12]([CH:8]1[CH2:7][CH2:6][C:5]2[C:10](=[CH:11][C:2]([OH:1])=[CH:3][CH:4]=2)[O:9]1)=[O:13])[CH3:16]. The catalyst class is: 285. (3) Reactant: [C:1]([C:3]1[CH:4]=[C:5]([CH:8]=[CH:9][CH:10]=1)[CH:6]=[O:7])#[N:2].[N+:11]([CH3:14])([O-:13])=[O:12].C(NCC)C. Product: [OH:7][CH:6]([C:5]1[CH:4]=[C:3]([CH:10]=[CH:9][CH:8]=1)[C:1]#[N:2])[CH2:14][N+:11]([O-:13])=[O:12]. The catalyst class is: 1.